From a dataset of Full USPTO retrosynthesis dataset with 1.9M reactions from patents (1976-2016). Predict the reactants needed to synthesize the given product. (1) Given the product [F:1][C:2]1[CH:3]=[CH:4][CH:5]=[C:6]2[C:10]=1[NH:9][N:8]=[C:7]2[NH:11][C:12](=[O:19])[C:13]1[CH:18]=[CH:17][CH:16]=[CH:15][CH:14]=1, predict the reactants needed to synthesize it. The reactants are: [F:1][C:2]1[CH:3]=[CH:4][CH:5]=[C:6]2[C:10]=1[NH:9][N:8]=[C:7]2[NH2:11].[C:12](Cl)(=[O:19])[C:13]1[CH:18]=[CH:17][CH:16]=[CH:15][CH:14]=1.O. (2) Given the product [Br:14][CH2:15][CH2:16][CH2:17][CH2:18][N:3]1[C:12]2[C:7](=[CH:8][CH:9]=[CH:10][CH:11]=2)[CH2:6][CH2:5][C:4]1=[O:13], predict the reactants needed to synthesize it. The reactants are: [H-].[Na+].[NH:3]1[C:12]2[C:7](=[CH:8][CH:9]=[CH:10][CH:11]=2)[CH2:6][CH2:5][C:4]1=[O:13].[Br:14][CH2:15][CH2:16][CH2:17][CH2:18]Br.